From a dataset of Forward reaction prediction with 1.9M reactions from USPTO patents (1976-2016). Predict the product of the given reaction. (1) Given the reactants [Cl:1][C:2]([Cl:13])=[CH:3][C:4]1[CH:9]=[CH:8][CH:7]=[CH:6][C:5]=1[N+:10]([O-])=O, predict the reaction product. The product is: [Cl:1][C:2]([Cl:13])=[CH:3][C:4]1[CH:9]=[CH:8][CH:7]=[CH:6][C:5]=1[NH2:10]. (2) Given the reactants [CH2:1]([O:4][N:5]([C@H:18]1[CH2:23][N:22](C(OC(C)(C)C)=O)[C@H:21]([C:31](=[O:33])[NH2:32])[C:20]([CH2:34][CH3:35])=[CH:19]1)[S:6]([C:9]1[CH:14]=[CH:13][CH:12]=[CH:11][C:10]=1[N+:15]([O-:17])=[O:16])(=[O:8])=[O:7])[CH:2]=[CH2:3].C(ON([C@H]1CN[C@H](C(N)=O)C=C1C)S(C1C=CC=CC=1[N+]([O-])=O)(=O)=O)C=C, predict the reaction product. The product is: [CH2:1]([O:4][N:5]([C@H:18]1[CH2:23][NH:22][C@H:21]([C:31]([NH2:32])=[O:33])[C:20]([CH2:34][CH3:35])=[CH:19]1)[S:6]([C:9]1[CH:14]=[CH:13][CH:12]=[CH:11][C:10]=1[N+:15]([O-:17])=[O:16])(=[O:8])=[O:7])[CH:2]=[CH2:3]. (3) Given the reactants [NH2:1][C:2]1[CH:3]=[C:4]([CH:9]([CH3:13])[C:10]([OH:12])=[O:11])[CH:5]=[CH:6][C:7]=1[OH:8].Br[C:15]#[N:16].[OH-].[Na+], predict the reaction product. The product is: [NH2:16][C:15]1[O:8][C:7]2[CH:6]=[CH:5][C:4]([CH:9]([CH3:13])[C:10]([OH:12])=[O:11])=[CH:3][C:2]=2[N:1]=1. (4) Given the reactants [F:1][C:2]([F:7])([F:6])[C:3]([OH:5])=[O:4].[F:8][C:9]([F:14])([F:13])[C:10]([OH:12])=[O:11].FC(F)(F)C(O)=O.[Cl:22][C:23]1[CH:24]=[N:25][C:26]2[NH:27][C:28]3[CH:29]=[N:30][CH:31]=[C:32]([CH:54]=3)[CH2:33][CH2:34][C:35]3[CH:43]=[C:39]([NH:40][C:41]=1[N:42]=2)[CH:38]=[CH:37][C:36]=3[NH:44][C:45](=[O:53])[CH2:46][CH:47]1[CH2:52][CH2:51][NH:50][CH2:49][CH2:48]1.[CH2:55]([N:62]=[C:63]=[O:64])[C:56]1[CH:61]=[CH:60][CH:59]=[CH:58][CH:57]=1, predict the reaction product. The product is: [F:1][C:2]([F:7])([F:6])[C:3]([OH:5])=[O:4].[F:8][C:9]([F:14])([F:13])[C:10]([OH:12])=[O:11].[CH2:55]([NH:62][C:63]([N:50]1[CH2:51][CH2:52][CH:47]([CH2:46][C:45]([NH:44][C:36]2[CH:37]=[CH:38][C:39]3[NH:40][C:41]4[N:42]=[C:26]([NH:27][C:28]5[CH:29]=[N:30][CH:31]=[C:32]([CH:54]=5)[CH2:33][CH2:34][C:35]=2[CH:43]=3)[N:25]=[CH:24][C:23]=4[Cl:22])=[O:53])[CH2:48][CH2:49]1)=[O:64])[C:56]1[CH:61]=[CH:60][CH:59]=[CH:58][CH:57]=1. (5) Given the reactants [F:1][C:2]([F:12])([F:11])[C:3]1[N:4]=[C:5]([C:8](O)=[O:9])[S:6][CH:7]=1.C1N=C[N:15](C(N2C=NC=C2)=O)C=1.[NH4+].[OH-], predict the reaction product. The product is: [F:1][C:2]([F:12])([F:11])[C:3]1[N:4]=[C:5]([C:8]([NH2:15])=[O:9])[S:6][CH:7]=1. (6) Given the reactants C([NH:5][S:6]([C:9]1[CH:14]=[CH:13][CH:12]=[CH:11][C:10]=1[C:15]1[CH:26]=[CH:25][C:18]2[NH:19][C:20]([CH:22](Cl)[CH3:23])=[N:21][C:17]=2[CH:16]=1)(=[O:8])=[O:7])(C)(C)C.[F:27][C:28]([F:37])([F:36])[C:29]1[CH:34]=[CH:33][C:32]([OH:35])=[CH:31][CH:30]=1.C([O-])([O-])=O.[Na+].[Na+].[Na+].[I-], predict the reaction product. The product is: [F:27][C:28]([F:36])([F:37])[C:29]1[CH:34]=[CH:33][C:32]([O:35][CH:22]([C:20]2[NH:19][C:18]3[CH:25]=[CH:26][C:15]([C:10]4[CH:11]=[CH:12][CH:13]=[CH:14][C:9]=4[S:6]([NH2:5])(=[O:7])=[O:8])=[CH:16][C:17]=3[N:21]=2)[CH3:23])=[CH:31][CH:30]=1. (7) Given the reactants [NH2:1][C:2]1[CH:6]=[C:5]([OH:7])[NH:4][N:3]=1.C1(P(C2C=CC=CC=2)C2C=CC=CC=2)C=CC=CC=1.CC(OC(/N=N/C(OC(C)C)=O)=O)C.[CH3:41][O:42][C:43]1[CH:48]=[CH:47][N:46]=[C:45]([CH2:49]O)[CH:44]=1, predict the reaction product. The product is: [CH3:41][O:42][C:43]1[CH:48]=[CH:47][N:46]=[C:45]([CH2:49][O:7][C:5]2[NH:4][N:3]=[C:2]([NH2:1])[CH:6]=2)[CH:44]=1. (8) Given the reactants [BH4-].[Na+].[CH3:3][S:4][CH2:5][CH2:6][CH2:7][C:8]1[CH:13]=[C:12]([C:14](OC)=[O:15])[N:11]=[C:10]([C:18]([O:20][CH3:21])=[O:19])[CH:9]=1.Cl, predict the reaction product. The product is: [OH:15][CH2:14][C:12]1[N:11]=[C:10]([C:18]([O:20][CH3:21])=[O:19])[CH:9]=[C:8]([CH2:7][CH2:6][CH2:5][S:4][CH3:3])[CH:13]=1.